This data is from Forward reaction prediction with 1.9M reactions from USPTO patents (1976-2016). The task is: Predict the product of the given reaction. Given the reactants [CH2:1]([O:8][C:9]([N:11]1[CH2:15][CH:14]=[CH:13][C@H:12]1[C:16]([O:18][CH2:19][C:20]1[CH:25]=[CH:24][CH:23]=[CH:22][CH:21]=1)=[O:17])=[O:10])[C:2]1[CH:7]=[CH:6][CH:5]=[CH:4][CH:3]=1.C1C=C(Cl)C=C(C(OO)=[O:34])C=1.S(C1C(C)=CC(O)=C(C(C)(C)C)C=1)C1C(C)=CC(O)=C(C(C)(C)C)C=1, predict the reaction product. The product is: [CH2:19]([O:18][C:16]([C@H:12]1[N:11]([C:9]([O:8][CH2:1][C:2]2[CH:3]=[CH:4][CH:5]=[CH:6][CH:7]=2)=[O:10])[CH2:15][C@@H:14]2[C@H:13]1[O:34]2)=[O:17])[C:20]1[CH:25]=[CH:24][CH:23]=[CH:22][CH:21]=1.